From a dataset of Full USPTO retrosynthesis dataset with 1.9M reactions from patents (1976-2016). Predict the reactants needed to synthesize the given product. (1) Given the product [NH2:2][C:1](=[N:43][OH:44])[CH2:3][C:4]1[CH:9]=[CH:8][CH:7]=[CH:6][C:5]=1[C:10]1[CH:11]=[CH:12][C:13]([C:16]([N:18]2[C:24]3[CH:25]=[CH:26][CH:27]=[CH:28][C:23]=3[CH2:22][N:21]3[C:29]([C:32]([NH:34][CH2:35][C:36]4[CH:37]=[N:38][CH:39]=[CH:40][CH:41]=4)=[O:33])=[CH:30][CH:31]=[C:20]3[CH2:19]2)=[O:17])=[CH:14][CH:15]=1, predict the reactants needed to synthesize it. The reactants are: [C:1]([CH2:3][C:4]1[CH:9]=[CH:8][CH:7]=[CH:6][C:5]=1[C:10]1[CH:15]=[CH:14][C:13]([C:16]([N:18]2[C:24]3[CH:25]=[CH:26][CH:27]=[CH:28][C:23]=3[CH2:22][N:21]3[C:29]([C:32]([NH:34][CH2:35][C:36]4[CH:37]=[N:38][CH:39]=[CH:40][CH:41]=4)=[O:33])=[CH:30][CH:31]=[C:20]3[CH2:19]2)=[O:17])=[CH:12][CH:11]=1)#[N:2].Cl.[NH2:43][OH:44].C(=O)([O-])[O-].[K+].[K+]. (2) Given the product [C:1]([O:4][C@@H:5]1[C@@H:18]([O:19][C:20](=[O:22])[CH3:21])[C@H:17]([O:23][C:24](=[O:26])[CH3:25])[CH2:16][S:15][C@H:6]1[O:7][C:8]1[CH:13]=[CH:12][CH:11]=[CH:10][C:9]=1[C:29]1[CH:28]=[N:27][CH:32]=[CH:31][CH:30]=1)(=[O:3])[CH3:2], predict the reactants needed to synthesize it. The reactants are: [C:1]([O:4][C@@H:5]1[C@@H:18]([O:19][C:20](=[O:22])[CH3:21])[C@H:17]([O:23][C:24](=[O:26])[CH3:25])[CH2:16][S:15][C@H:6]1[O:7][C:8]1[CH:13]=[CH:12][CH:11]=[CH:10][C:9]=1Br)(=[O:3])[CH3:2].[N:27]1[CH:32]=[CH:31][CH:30]=[C:29](B(O)O)[CH:28]=1. (3) Given the product [Cl:12][C:8]1[CH:7]=[C:6]([CH:4]([OH:5])[CH2:3][CH2:2][I:13])[CH:11]=[CH:10][CH:9]=1, predict the reactants needed to synthesize it. The reactants are: Cl[CH2:2][CH2:3][CH:4]([C:6]1[CH:11]=[CH:10][CH:9]=[C:8]([Cl:12])[CH:7]=1)[OH:5].[I-:13].[Na+]. (4) Given the product [Cl:29][C:10]1[CH:11]=[C:12]([C:16]([N:18]2[C:23]3[CH:24]=[CH:25][CH:26]=[CH:27][C:22]=3[S:21](=[O:28])[CH2:20][CH2:19]2)=[O:17])[CH:13]=[C:14]([Cl:15])[C:9]=1[OH:8], predict the reactants needed to synthesize it. The reactants are: C([O:8][C:9]1[C:14]([Cl:15])=[CH:13][C:12]([C:16]([N:18]2[C:23]3[CH:24]=[CH:25][CH:26]=[CH:27][C:22]=3[S:21](=[O:28])[CH2:20][CH2:19]2)=[O:17])=[CH:11][C:10]=1[Cl:29])C1C=CC=CC=1.FC(F)(F)C(O)=O. (5) The reactants are: [H-].[Na+].[OH:3][C:4]1[CH:9]=[CH:8][C:7]([CH2:10][CH2:11][C:12]([O:14][CH3:15])=[O:13])=[CH:6][CH:5]=1.[CH2:16](Br)[C:17]1[CH:22]=[CH:21][CH:20]=[CH:19][CH:18]=1. Given the product [CH2:16]([O:3][C:4]1[CH:5]=[CH:6][C:7]([CH2:10][CH2:11][C:12]([O:14][CH3:15])=[O:13])=[CH:8][CH:9]=1)[C:17]1[CH:22]=[CH:21][CH:20]=[CH:19][CH:18]=1, predict the reactants needed to synthesize it. (6) Given the product [CH3:1][N:2]1[C:6]([NH:7][C:8]([N:31]2[CH2:32][CH2:33][N:28]([C:26]3[S:25][N:24]=[C:23]([C:17]4[CH:22]=[CH:21][CH:20]=[CH:19][CH:18]=4)[N:27]=3)[CH2:29][CH2:30]2)=[O:15])=[CH:5][C:4]([CH3:16])=[N:3]1, predict the reactants needed to synthesize it. The reactants are: [CH3:1][N:2]1[C:6]([NH:7][C:8](=[O:15])OCC(Cl)(Cl)Cl)=[CH:5][C:4]([CH3:16])=[N:3]1.[C:17]1([C:23]2[N:27]=[C:26]([N:28]3[CH2:33][CH2:32][NH:31][CH2:30][CH2:29]3)[S:25][N:24]=2)[CH:22]=[CH:21][CH:20]=[CH:19][CH:18]=1.C(N(C(C)C)CC)(C)C.O. (7) Given the product [CH3:33][C:34]1[C:35]([CH2:47][CH2:48][C:49]2[CH:54]=[CH:53][CH:52]=[CH:51][C:50]=2[CH2:55][C:56]([NH2:7])=[O:58])=[N:36][C:37]([NH:40][C:41]2[CH:42]=[N:43][N:44]([CH3:46])[CH:45]=2)=[N:38][CH:39]=1, predict the reactants needed to synthesize it. The reactants are: C1C=CC2N(O)N=[N:7]C=2C=1.CCN=C=NCCCN(C)C.Cl.Cl.CCN(C(C)C)C(C)C.[CH3:33][C:34]1[C:35]([CH2:47][CH2:48][C:49]2[CH:54]=[CH:53][CH:52]=[CH:51][C:50]=2[CH2:55][C:56]([OH:58])=O)=[N:36][C:37]([NH:40][C:41]2[CH:42]=[N:43][N:44]([CH3:46])[CH:45]=2)=[N:38][CH:39]=1.C(=O)([O-])[O-].[NH4+].[NH4+].